Task: Predict the reactants needed to synthesize the given product.. Dataset: Full USPTO retrosynthesis dataset with 1.9M reactions from patents (1976-2016) Given the product [C:25]([C:24]1[CH:27]=[C:20]([NH:19][C:15](=[O:17])[CH2:14][C:9]2[NH:10][C:11](=[O:13])[CH:12]=[C:7]([N:1]3[CH2:2][CH2:3][O:4][CH2:5][CH2:6]3)[N:8]=2)[CH:21]=[CH:22][C:23]=1[F:28])#[N:26], predict the reactants needed to synthesize it. The reactants are: [N:1]1([C:7]2[N:8]=[C:9]([CH2:14][C:15]([O-:17])=O)[NH:10][C:11](=[O:13])[CH:12]=2)[CH2:6][CH2:5][O:4][CH2:3][CH2:2]1.[Na+].[NH2:19][C:20]1[CH:21]=[CH:22][C:23]([F:28])=[C:24]([CH:27]=1)[C:25]#[N:26].